This data is from Reaction yield outcomes from USPTO patents with 853,638 reactions. The task is: Predict the reaction yield, written as a fraction of the theoretical maximum amount of product (1.0 means a 100% yield; for example, 0.34 means a 34% yield). (1) The reactants are C1(C(C2C=CC=CC=2)[N:8]2[CH2:11][CH:10]([N:12]3[CH2:17][CH2:16][N:15]4[C:18](=[O:21])[CH2:19][CH2:20][C@@H:14]4[CH2:13]3)[CH2:9]2)C=CC=CC=1. The catalyst is C(O)(=O)C.[OH-].[OH-].[Pd+2]. The product is [NH:8]1[CH2:9][CH:10]([N:12]2[CH2:17][CH2:16][N:15]3[C:18](=[O:21])[CH2:19][CH2:20][C@@H:14]3[CH2:13]2)[CH2:11]1. The yield is 0.840. (2) The reactants are N#N.C[O:4][C:5]1[CH:10]=[C:9]([O:11]C)[CH:8]=[C:7]([O:13]C)[C:6]=1[CH2:15][C:16]([NH:18][C:19]1[CH:20]=[C:21]([CH:25]=[CH:26][CH:27]=1)[C:22]([OH:24])=[O:23])=[O:17].B(Br)(Br)Br. The catalyst is C(Cl)Cl. The product is [OH:4][C:5]1[CH:10]=[C:9]([OH:11])[CH:8]=[C:7]([OH:13])[C:6]=1[CH2:15][C:16]([NH:18][C:19]1[CH:20]=[C:21]([CH:25]=[CH:26][CH:27]=1)[C:22]([OH:24])=[O:23])=[O:17]. The yield is 0.220. (3) The product is [CH:8]1([C:6](=[O:7])[C:5]([CH3:20])([C:14]2[CH:15]=[CH:16][CH:17]=[CH:18][CH:19]=2)[CH2:4][CH:3]=[O:2])[CH2:13][CH2:12][CH2:11][CH2:10][CH2:9]1. The catalyst is CC(C)=O. The reactants are C[O:2][CH:3](OC)[CH2:4][C:5]([CH3:20])([C:14]1[CH:19]=[CH:18][CH:17]=[CH:16][CH:15]=1)[C:6]([CH:8]1[CH2:13][CH2:12][CH2:11][CH2:10][CH2:9]1)=[O:7].Cl. The yield is 0.977. (4) The product is [NH2:1][C:2]1[C:16]([N+:17]([O-:19])=[O:18])=[CH:15][C:14]([Br:20])=[CH:13][C:3]=1[O:4][CH2:5][C:6]([O:8][C:9]([CH3:12])([CH3:11])[CH3:10])=[O:7]. The catalyst is CN(C)C=O. The yield is 0.990. The reactants are [NH2:1][C:2]1[C:16]([N+:17]([O-:19])=[O:18])=[CH:15][CH:14]=[CH:13][C:3]=1[O:4][CH2:5][C:6]([O:8][C:9]([CH3:12])([CH3:11])[CH3:10])=[O:7].[Br:20]N1C(=O)CCC1=O.S([O-])([O-])(=O)=S.[Na+].[Na+].C(OCC)C.